Task: Predict the reactants needed to synthesize the given product.. Dataset: Full USPTO retrosynthesis dataset with 1.9M reactions from patents (1976-2016) Given the product [CH2:30]([Sn:25]([CH2:21][CH2:22][CH2:23][CH3:24])([CH2:26][CH2:27][CH2:28][CH3:29])[C:2]1[S:6][C:5]([C:7]2[CH:8]=[N:9][CH:10]=[CH:11][CH:12]=2)=[N:4][C:3]=1[CH3:13])[CH2:31][CH2:32][CH3:33], predict the reactants needed to synthesize it. The reactants are: Br[C:2]1[S:6][C:5]([C:7]2[CH:8]=[N:9][CH:10]=[CH:11][CH:12]=2)=[N:4][C:3]=1[CH3:13].C([Mg]Cl)(C)C.[Li+].[Cl-].[CH2:21]([Sn:25](Cl)([CH2:30][CH2:31][CH2:32][CH3:33])[CH2:26][CH2:27][CH2:28][CH3:29])[CH2:22][CH2:23][CH3:24].